From a dataset of Forward reaction prediction with 1.9M reactions from USPTO patents (1976-2016). Predict the product of the given reaction. Given the reactants [F:1][C:2]1[CH:7]=[C:6]([F:8])[CH:5]=[CH:4][C:3]=1[C:9](=O)/[CH:10]=[CH:11]/[N:12](C)C.[CH3:16][NH:17]N.C(N(CC)CC)C, predict the reaction product. The product is: [F:1][C:2]1[CH:7]=[C:6]([F:8])[CH:5]=[CH:4][C:3]=1[C:9]1[N:17]([CH3:16])[N:12]=[CH:11][CH:10]=1.